From a dataset of Peptide-MHC class II binding affinity with 134,281 pairs from IEDB. Regression. Given a peptide amino acid sequence and an MHC pseudo amino acid sequence, predict their binding affinity value. This is MHC class II binding data. (1) The peptide sequence is ASLTEALRVIAGALE. The MHC is DRB1_1001 with pseudo-sequence DRB1_1001. The binding affinity (normalized) is 0.600. (2) The binding affinity (normalized) is 0.268. The peptide sequence is RQLIKTDISMSMPKF. The MHC is DRB1_1101 with pseudo-sequence DRB1_1101. (3) The MHC is DRB1_1101 with pseudo-sequence DRB1_1101. The peptide sequence is GLLYTVKYPNLSDLD. The binding affinity (normalized) is 0.661. (4) The peptide sequence is AVMLTFDNAGMWNVR. The MHC is DRB1_1001 with pseudo-sequence DRB1_1001. The binding affinity (normalized) is 0.600. (5) The peptide sequence is FLRSVFANSLVYGAS. The MHC is DRB1_0802 with pseudo-sequence DRB1_0802. The binding affinity (normalized) is 0.121. (6) The peptide sequence is SHELMTMTRPILRLL. The MHC is DRB1_0404 with pseudo-sequence DRB1_0404. The binding affinity (normalized) is 0.745.